Task: Predict the reaction yield, written as a fraction of the theoretical maximum amount of product (1.0 means a 100% yield; for example, 0.34 means a 34% yield).. Dataset: Reaction yield outcomes from USPTO patents with 853,638 reactions (1) The reactants are [CH2:1](Br)[C:2]1[CH:7]=[CH:6][CH:5]=[CH:4][CH:3]=1.[Br:9][C:10]1[CH:15]=[CH:14][C:13]([C:16](=[O:22])[CH2:17][CH2:18][C:19]([OH:21])=[O:20])=[CH:12][CH:11]=1.C([O-])([O-])=O.[K+].[K+]. The catalyst is CN(C=O)C. The product is [Br:9][C:10]1[CH:11]=[CH:12][C:13]([C:16](=[O:22])[CH2:17][CH2:18][C:19]([O:21][CH2:1][C:2]2[CH:7]=[CH:6][CH:5]=[CH:4][CH:3]=2)=[O:20])=[CH:14][CH:15]=1. The yield is 0.790. (2) The reactants are Br[C:2]1[N:6]2[N:7]=[C:8]([NH:11][CH:12]3[CH2:17][CH2:16][O:15][CH2:14][CH2:13]3)[CH:9]=[CH:10][C:5]2=[N:4][CH:3]=1.Cl.[NH2:19][CH2:20][C:21]1[CH:26]=[CH:25][C:24](B(O)O)=[CH:23][CH:22]=1.P([O-])([O-])([O-])=O.[K+].[K+].[K+].COCCOC. The catalyst is C1C=CC(P(C2C=CC=CC=2)[C-]2C=CC=C2)=CC=1.C1C=CC(P(C2C=CC=CC=2)[C-]2C=CC=C2)=CC=1.Cl[Pd]Cl.[Fe+2].O. The product is [NH2:19][CH2:20][C:21]1[CH:26]=[CH:25][C:24]([C:2]2[N:6]3[N:7]=[C:8]([NH:11][CH:12]4[CH2:17][CH2:16][O:15][CH2:14][CH2:13]4)[CH:9]=[CH:10][C:5]3=[N:4][CH:3]=2)=[CH:23][CH:22]=1. The yield is 0.200. (3) The product is [CH3:13][C:14]1[N:15]=[C:16]([N:24]2[CH2:28][CH2:27][N:26]([CH2:1][CH2:2][CH3:3])[C:25]2=[O:29])[S:17][C:18]=1[C:19]([O:21][CH2:22][CH3:23])=[O:20]. The reactants are [CH2:1](Br)[C:2]1C=CC=C[CH:3]=1.ICCC.[CH3:13][C:14]1[N:15]=[C:16]([N:24]2[CH2:28][CH2:27][NH:26][C:25]2=[O:29])[S:17][C:18]=1[C:19]([O:21][CH2:22][CH3:23])=[O:20]. No catalyst specified. The yield is 0.600.